Dataset: Reaction yield outcomes from USPTO patents with 853,638 reactions. Task: Predict the reaction yield, written as a fraction of the theoretical maximum amount of product (1.0 means a 100% yield; for example, 0.34 means a 34% yield). (1) The reactants are S(Cl)([Cl:3])=O.[Cl:5][C:6]1[C:7](=[CH:11][C:12](=[S:22](=[O:24])=[O:23])[CH:13]([CH3:21])[C:14]=1[C:15]1[CH2:19][CH:18]([CH3:20])[O:17][N:16]=1)[C:8](O)=[O:9].CN(C)C=O. The catalyst is C1(C)C=CC=CC=1. The product is [Cl:5][C:6]1[C:7](=[CH:11][C:12](=[S:22](=[O:24])=[O:23])[CH:13]([CH3:21])[C:14]=1[C:15]1[CH2:19][CH:18]([CH3:20])[O:17][N:16]=1)[C:8]([Cl:3])=[O:9]. The yield is 1.00. (2) The reactants are [ClH:1].C([N:9]1[C:13]2([CH2:17][CH2:16][N:15]([C:18]3[CH:19]=[N:20][CH:21]=[CH:22][CH:23]=3)[CH2:14]2)[CH2:12][CH2:11][CH2:10]1)C1C=CC=CC=1. The catalyst is [Pd].CO. The product is [ClH:1].[ClH:1].[N:20]1[CH:21]=[CH:22][CH:23]=[C:18]([N:15]2[CH2:16][CH2:17][C:13]3([NH:9][CH2:10][CH2:11][CH2:12]3)[CH2:14]2)[CH:19]=1. The yield is 0.882. (3) The reactants are [C:1]([O:7][C:8]([CH3:11])([CH3:10])[CH3:9])(=[O:6])[CH2:2][C:3]([CH3:5])=O.[F:12][C:13]1[CH:14]=[C:15]([CH:18]=[CH:19][CH:20]=1)[CH:16]=O.[NH4+:21].[OH-:22]. The catalyst is CCO.C(Cl)Cl. The product is [F:12][C:13]1[CH:14]=[C:15]([CH:16]2[C:2]([C:1]([O:7][C:8]([CH3:11])([CH3:10])[CH3:9])=[O:6])=[C:3]([CH3:5])[NH:21][C:3]([CH3:5])=[C:2]2[C:1]([O:7][C:8]([CH3:11])([CH3:10])[CH3:9])=[O:22])[CH:18]=[CH:19][CH:20]=1. The yield is 0.210. (4) The reactants are FC(F)(F)C(O)=O.C[N:9]1[CH2:14][CH2:13][N:12]([C:15]2[C:20]3[O:21][CH:22]=[C:23]([S:24]([C:27]4[CH:32]=[CH:31][CH:30]=[CH:29][CH:28]=4)(=[O:26])=[O:25])[C:19]=3[CH:18]=[CH:17][CH:16]=2)[CH2:11][CH2:10]1.[Cl:33]C(OC(Cl)C)=O.C(N(CC)C(C)C)(C)C. The catalyst is ClCCCl. The product is [ClH:33].[C:27]1([S:24]([C:23]2[C:19]3[CH:18]=[CH:17][CH:16]=[C:15]([N:12]4[CH2:13][CH2:14][NH:9][CH2:10][CH2:11]4)[C:20]=3[O:21][CH:22]=2)(=[O:26])=[O:25])[CH:28]=[CH:29][CH:30]=[CH:31][CH:32]=1. The yield is 0.290. (5) The reactants are [CH:1]1([C:7]([N:9]2[C:18]3[C:13](=[CH:14][C:15]([O:19]C(OC(C)(C)C)=O)=[CH:16][CH:17]=3)[CH2:12][CH2:11][CH:10]2[CH2:27][N:28]2[CH2:33][CH2:32][N:31]([C:34]3[CH:42]=[CH:41][CH:40]=[C:39]4[C:35]=3[CH:36]=[CH:37][NH:38]4)[CH2:30][CH2:29]2)=[O:8])[CH2:6][CH2:5][CH2:4][CH2:3][CH2:2]1. The catalyst is C(Cl)Cl.Cl.C(OCC)C. The product is [CH:1]1([C:7]([N:9]2[C:18]3[C:13](=[CH:14][C:15]([OH:19])=[CH:16][CH:17]=3)[CH2:12][CH2:11][CH:10]2[CH2:27][N:28]2[CH2:29][CH2:30][N:31]([C:34]3[CH:42]=[CH:41][CH:40]=[C:39]4[C:35]=3[CH:36]=[CH:37][NH:38]4)[CH2:32][CH2:33]2)=[O:8])[CH2:6][CH2:5][CH2:4][CH2:3][CH2:2]1. The yield is 0.570. (6) The reactants are [OH:1][C:2]1[CH:3]=[C:4]([OH:12])[C:5](=[CH:10][CH:11]=1)[C:6]([O:8][CH3:9])=[O:7].[CH2:13](I)[CH3:14].C(=O)([O-])[O-].[K+].[K+]. The catalyst is CN(C=O)C. The product is [CH2:13]([O:1][C:2]1[CH:3]=[C:4]([OH:12])[C:5](=[CH:10][CH:11]=1)[C:6]([O:8][CH3:9])=[O:7])[CH3:14]. The yield is 0.549.